This data is from Full USPTO retrosynthesis dataset with 1.9M reactions from patents (1976-2016). The task is: Predict the reactants needed to synthesize the given product. Given the product [C:20]1([S:26]([Cl:1])(=[O:28])=[O:27])[CH:25]=[CH:24][CH:23]=[CH:22][CH:21]=1, predict the reactants needed to synthesize it. The reactants are: [Cl:1]C1C=C([C@H]2[C@@H](C3C=CC=CC=3)CCNC2)C=CC=1.[C:20]1([S:26](N2CC[C@H](C3C=CC=CC=3)[C@H](C3C=CC=C(Cl)C=3)C2)(=[O:28])=[O:27])[CH:25]=[CH:24][CH:23]=[CH:22][CH:21]=1.